The task is: Predict the reactants needed to synthesize the given product.. This data is from Full USPTO retrosynthesis dataset with 1.9M reactions from patents (1976-2016). (1) Given the product [Cl:1][C:2]1[CH:3]=[C:4](/[N:9]=[C:10]2\[S:11][CH2:20][N:12]\2[C:13](=[O:18])[CH2:14][CH:15]([CH3:16])[CH3:17])[CH:5]=[C:6]([Cl:8])[CH:7]=1, predict the reactants needed to synthesize it. The reactants are: [Cl:1][C:2]1[CH:3]=[C:4]([NH:9][C:10]([NH:12][C:13](=[O:18])[CH2:14][CH:15]([CH3:17])[CH3:16])=[S:11])[CH:5]=[C:6]([Cl:8])[CH:7]=1.I[CH2:20]I.C(N(CC)CC)C. (2) Given the product [CH3:1][O:2][C:3]1[CH:4]=[C:5]([CH:9]=[CH:10][C:11]=1[NH:12][C:13]1[N:14]=[C:15]2[C:21](=[CH:22][N:23]=1)[N:20]([CH3:24])[C:19](=[O:25])[CH2:18][CH2:17][N:16]2[CH:26]([CH3:28])[CH3:27])[C:6]([NH:29][CH2:30][CH2:31][N:32]1[CH2:37][CH2:36][CH2:35][CH2:34][CH2:33]1)=[O:7], predict the reactants needed to synthesize it. The reactants are: [CH3:1][O:2][C:3]1[CH:4]=[C:5]([CH:9]=[CH:10][C:11]=1[NH:12][C:13]1[N:14]=[C:15]2[C:21](=[CH:22][N:23]=1)[N:20]([CH3:24])[C:19](=[O:25])[CH2:18][CH2:17][N:16]2[CH:26]([CH3:28])[CH3:27])[C:6](O)=[O:7].[NH2:29][CH2:30][CH2:31][N:32]1[CH2:37][CH2:36][CH2:35][CH2:34][CH2:33]1.CCN(C(C)C)C(C)C.CN(C(ON1N=NC2C=CC=NC1=2)=[N+](C)C)C.F[P-](F)(F)(F)(F)F. (3) Given the product [C:1]([O:5][C:6](=[O:48])[NH:7][CH:8]([CH2:23][N:24]([CH:25]([C:29]1[N:38]([CH2:39][C:40]2[CH:41]=[CH:42][CH:43]=[CH:44][CH:45]=2)[C:37](=[O:46])[C:36]2[C:31](=[CH:32][C:33]([Cl:47])=[CH:34][CH:35]=2)[N:30]=1)[CH:26]([CH3:28])[CH3:27])[C:62]([C:59]1[CH:60]=[CH:61][C:56]([CH3:65])=[CH:57][CH:58]=1)=[O:63])[CH2:9][CH2:10][CH2:11][NH:12][C:13]([O:15][CH2:16][C:17]1[CH:18]=[CH:19][CH:20]=[CH:21][CH:22]=1)=[O:14])([CH3:3])([CH3:4])[CH3:2], predict the reactants needed to synthesize it. The reactants are: [C:1]([O:5][C:6](=[O:48])[NH:7][C@H:8]([CH2:23][NH:24][C@@H:25]([C:29]1[N:38]([CH2:39][C:40]2[CH:45]=[CH:44][CH:43]=[CH:42][CH:41]=2)[C:37](=[O:46])[C:36]2[C:31](=[CH:32][C:33]([Cl:47])=[CH:34][CH:35]=2)[N:30]=1)[CH:26]([CH3:28])[CH3:27])[CH2:9][CH2:10][CH2:11][NH:12][C:13]([O:15][CH2:16][C:17]1[CH:22]=[CH:21][CH:20]=[CH:19][CH:18]=1)=[O:14])([CH3:4])([CH3:3])[CH3:2].C(N(CC)CC)C.[C:56]1([CH3:65])[CH:61]=[CH:60][C:59]([C:62](Cl)=[O:63])=[CH:58][CH:57]=1. (4) Given the product [CH3:13][C:7]1[CH:8]=[CH:9][CH:10]=[C:11]([CH3:12])[C:6]=1[NH:5][C:3]([CH2:2][N:25]1[CH2:26][CH2:27][N:22]([CH2:21][CH:20]([OH:28])[CH2:19][O:18][C:17]2[C:16]([O:15][CH3:14])=[CH:32][CH:31]=[CH:30][CH:29]=2)[CH2:23][CH2:24]1)=[O:4].[ClH:1].[ClH:38], predict the reactants needed to synthesize it. The reactants are: [Cl:1][CH2:2][C:3]([NH:5][C:6]1[C:11]([CH3:12])=[CH:10][CH:9]=[CH:8][C:7]=1[CH3:13])=[O:4].[CH3:14][O:15][C:16]1[CH:32]=[CH:31][CH:30]=[CH:29][C:17]=1[O:18][CH2:19][CH:20]([OH:28])[CH2:21][N:22]1[CH2:27][CH2:26][NH:25][CH2:24][CH2:23]1.CN(C)C=O.[ClH:38]. (5) Given the product [Br:1][C:16]1[C:15](=[O:18])[NH:14][C:13]2[N:9]([C:3]3[CH:4]=[CH:5][CH:6]=[CH:7][CH:8]=3)[N:10]=[CH:11][C:12]=2[CH:17]=1, predict the reactants needed to synthesize it. The reactants are: [Br:1]Br.[C:3]1([N:9]2[C:13]3[NH:14][C:15](=[O:18])[CH:16]=[CH:17][C:12]=3[CH:11]=[N:10]2)[CH:8]=[CH:7][CH:6]=[CH:5][CH:4]=1.